From a dataset of Forward reaction prediction with 1.9M reactions from USPTO patents (1976-2016). Predict the product of the given reaction. (1) Given the reactants [F:1][C:2]1[CH:7]=[CH:6][CH:5]=[C:4]([F:8])[C:3]=1[C:9]1[C:18]2[CH:17]=[C:16]([F:19])[CH:15]=[CH:14][C:13]=2[C:12]2=[N:20][N:21]([CH2:30][O:31][CH2:32][CH2:33][Si:34]([CH3:37])([CH3:36])[CH3:35])[C:22]([NH:23][CH:24]3[CH2:29][CH2:28][NH:27][CH2:26][CH2:25]3)=[C:11]2[N:10]=1.COCCOC.[S:44](N)([NH2:47])(=[O:46])=[O:45], predict the reaction product. The product is: [F:8][C:4]1[CH:5]=[CH:6][CH:7]=[C:2]([F:1])[C:3]=1[C:9]1[C:18]2[CH:17]=[C:16]([F:19])[CH:15]=[CH:14][C:13]=2[C:12]2=[N:20][N:21]([CH2:30][O:31][CH2:32][CH2:33][Si:34]([CH3:37])([CH3:36])[CH3:35])[C:22]([NH:23][CH:24]3[CH2:25][CH2:26][N:27]([S:44]([NH2:47])(=[O:46])=[O:45])[CH2:28][CH2:29]3)=[C:11]2[N:10]=1. (2) The product is: [N:46]([CH2:6][C:7]([F:45])([F:44])[CH2:8][CH2:9][C@H:10]([N:20]([CH2:21][CH2:22][CH2:23][CH2:24][CH3:25])[S:26]([C:29]1[CH:34]=[CH:33][C:32]([CH2:35][O:36][Si:37]([C:40]([CH3:43])([CH3:42])[CH3:41])([CH3:39])[CH3:38])=[CH:31][CH:30]=1)(=[O:28])=[O:27])[CH2:11][O:12][Si:13]([C:16]([CH3:19])([CH3:18])[CH3:17])([CH3:15])[CH3:14])=[N+:47]=[N-:48]. Given the reactants CS(O[CH2:6][C:7]([F:45])([F:44])[CH2:8][CH2:9][C@H:10]([N:20]([S:26]([C:29]1[CH:34]=[CH:33][C:32]([CH2:35][O:36][Si:37]([C:40]([CH3:43])([CH3:42])[CH3:41])([CH3:39])[CH3:38])=[CH:31][CH:30]=1)(=[O:28])=[O:27])[CH2:21][CH2:22][CH2:23][CH2:24][CH3:25])[CH2:11][O:12][Si:13]([C:16]([CH3:19])([CH3:18])[CH3:17])([CH3:15])[CH3:14])(=O)=O.[N-:46]=[N+:47]=[N-:48].[Na+].C1OCCOCCOCCOCCOCCOC1.N1C=CN=C1.[Si](Cl)(C(C)(C)C)(C)C, predict the reaction product. (3) The product is: [NH2:34][C:24]1[N:23]=[C:22]([NH:21][C:18]2[CH:19]=[CH:20][C:15]([O:14][C:12]3[CH:11]=[CH:10][N:9]=[C:8]([CH2:7][NH:6][S:2]([CH3:1])(=[O:4])=[O:3])[CH:13]=3)=[CH:16][CH:17]=2)[CH:27]=[C:26]([C:28]2[CH:29]=[CH:30][CH:31]=[CH:32][CH:33]=2)[N:25]=1. Given the reactants [CH3:1][S:2](Cl)(=[O:4])=[O:3].[NH2:6][CH2:7][C:8]1[CH:13]=[C:12]([O:14][C:15]2[CH:20]=[CH:19][C:18]([NH:21][C:22]3[CH:27]=[C:26]([C:28]4[CH:33]=[CH:32][CH:31]=[CH:30][CH:29]=4)[N:25]=[C:24]([NH2:34])[N:23]=3)=[CH:17][CH:16]=2)[CH:11]=[CH:10][N:9]=1, predict the reaction product. (4) Given the reactants [C:1]([N:5]=[C:6]=[O:7])([CH3:4])([CH3:3])[CH3:2].[CH2:8]([O:10][C:11](=[O:33])[CH:12]([O:30][CH2:31][CH3:32])[CH2:13][C:14]1[CH:19]=[CH:18][C:17]([O:20][CH2:21][CH2:22][C:23]2[CH:28]=[CH:27][C:26]([OH:29])=[CH:25][CH:24]=2)=[CH:16][CH:15]=1)[CH3:9].CCCCCCC, predict the reaction product. The product is: [CH2:8]([O:10][C:11](=[O:33])[CH:12]([O:30][CH2:31][CH3:32])[CH2:13][C:14]1[CH:19]=[CH:18][C:17]([O:20][CH2:21][CH2:22][C:23]2[CH:24]=[CH:25][C:26]([O:29][C:6](=[O:7])[NH:5][C:1]([CH3:4])([CH3:3])[CH3:2])=[CH:27][CH:28]=2)=[CH:16][CH:15]=1)[CH3:9]. (5) The product is: [CH3:19][C:14]1[CH:13]=[C:12]([N:3]2[C:4]3[C:9](=[CH:8][CH:7]=[CH:6][CH:5]=3)[CH:10]=[C:2]2[CH3:1])[CH:17]=[C:16]([CH3:18])[CH:15]=1. Given the reactants [CH3:1][C:2]1[NH:3][C:4]2[C:9]([CH:10]=1)=[CH:8][CH:7]=[CH:6][CH:5]=2.I[C:12]1[CH:13]=[C:14]([CH3:19])[CH:15]=[C:16]([CH3:18])[CH:17]=1, predict the reaction product. (6) Given the reactants [N+:1]([C:4]1[CH:13]=[CH:12][CH:11]=[C:10]2[C:5]=1[CH:6]=[CH:7][C:8](Cl)=[N:9]2)([O-])=O.[F:15][C:16]1[CH:17]=[C:18]([S:24](Cl)(=[O:26])=[O:25])[CH:19]=[C:20]([F:23])[C:21]=1[F:22].[CH3:28][O:29][C:30]1[CH:38]=[CH:37][CH:36]=[CH:35][C:31]=1[C@H:32]([NH2:34])[CH3:33], predict the reaction product. The product is: [F:15][C:16]1[CH:17]=[C:18]([S:24]([NH:1][C:4]2[CH:13]=[CH:12][CH:11]=[C:10]3[C:5]=2[CH:6]=[CH:7][C:8]([NH:34][C@@H:32]([C:31]2[CH:35]=[CH:36][CH:37]=[CH:38][C:30]=2[O:29][CH3:28])[CH3:33])=[N:9]3)(=[O:26])=[O:25])[CH:19]=[C:20]([F:23])[C:21]=1[F:22]. (7) Given the reactants [Cl:1][C:2]1[CH:7]=[CH:6][C:5]([CH:8]([C:19]2[CH:24]=[CH:23][C:22]([S:25]([CH3:28])(=[O:27])=[O:26])=[CH:21][CH:20]=2)[CH2:9][C:10]([C:12]2[CH:13]=[CH:14][C:15](=[O:18])[NH:16][CH:17]=2)=[O:11])=[C:4]([CH3:29])[CH:3]=1.Br[CH2:31][CH2:32][O:33][CH2:34][CH3:35].C(=O)([O-])[O-].[K+].[K+], predict the reaction product. The product is: [Cl:1][C:2]1[CH:7]=[CH:6][C:5]([CH:8]([C:19]2[CH:20]=[CH:21][C:22]([S:25]([CH3:28])(=[O:26])=[O:27])=[CH:23][CH:24]=2)[CH2:9][C:10]([C:12]2[CH:13]=[CH:14][C:15](=[O:18])[N:16]([CH2:31][CH2:32][O:33][CH2:34][CH3:35])[CH:17]=2)=[O:11])=[C:4]([CH3:29])[CH:3]=1. (8) The product is: [NH2:16][CH2:15][C:11]1([F:14])[CH2:10][CH2:9][N:8]([C:6]([O:5][C:1]([CH3:3])([CH3:2])[CH3:4])=[O:7])[CH2:13][CH2:12]1. Given the reactants [C:1]([O:5][C:6]([N:8]1[CH2:13][CH2:12][C:11]([C:15]#[N:16])([F:14])[CH2:10][CH2:9]1)=[O:7])([CH3:4])([CH3:3])[CH3:2].B, predict the reaction product.